From a dataset of Forward reaction prediction with 1.9M reactions from USPTO patents (1976-2016). Predict the product of the given reaction. (1) Given the reactants [Cl:1][C:2]1[C:21]([F:22])=[CH:20][CH:19]=[C:18]([F:23])[C:3]=1[CH2:4][N:5]1[C:10](=[O:11])[C:9]([C:12]([O:14][CH2:15][CH3:16])=[O:13])=[CH:8][NH:7][C:6]1=[O:17].[CH3:24][N:25]1[C:29]2[CH:30]=[CH:31][C:32](B3OC(C)(C)C(C)(C)O3)=[CH:33][C:28]=2[N:27]([CH3:43])[C:26]1=[O:44].C(N(CC)CC)C.CS(C)=O, predict the reaction product. The product is: [Cl:1][C:2]1[C:21]([F:22])=[CH:20][CH:19]=[C:18]([F:23])[C:3]=1[CH2:4][N:5]1[C:10](=[O:11])[C:9]([C:12]([O:14][CH2:15][CH3:16])=[O:13])=[CH:8][N:7]([C:32]2[CH:31]=[CH:30][C:29]3[N:25]([CH3:24])[C:26](=[O:44])[N:27]([CH3:43])[C:28]=3[CH:33]=2)[C:6]1=[O:17]. (2) Given the reactants Br[CH2:2][C:3]1[CH:8]=[C:7]([CH3:9])[CH:6]=[CH:5][C:4]=1[F:10].[C-:11]#[N:12].[Na+].C1OCCOCCOCCOCCOC1, predict the reaction product. The product is: [F:10][C:4]1[CH:5]=[CH:6][C:7]([CH3:9])=[CH:8][C:3]=1[CH2:2][C:11]#[N:12]. (3) Given the reactants [OH:1]OS([O-])=O.[K+].[C:7]([C:11]1[N:15]([CH2:16][CH:17]2[CH2:22][CH2:21][O:20][CH2:19][CH2:18]2)[C:14]2[CH:23]=[CH:24][C:25]([S:27]([N:30]3[CH:34]=[C:33]([CH:35]=[O:36])[CH:32]=[N:31]3)(=[O:29])=[O:28])=[CH:26][C:13]=2[N:12]=1)([CH3:10])([CH3:9])[CH3:8], predict the reaction product. The product is: [C:7]([C:11]1[N:15]([CH2:16][CH:17]2[CH2:22][CH2:21][O:20][CH2:19][CH2:18]2)[C:14]2[CH:23]=[CH:24][C:25]([S:27]([N:30]3[CH:34]=[C:33]([C:35]([OH:1])=[O:36])[CH:32]=[N:31]3)(=[O:29])=[O:28])=[CH:26][C:13]=2[N:12]=1)([CH3:10])([CH3:8])[CH3:9]. (4) Given the reactants [N:1]1[C:10]2[C:5](=[CH:6][CH:7]=[CH:8][N:9]=2)[CH:4]=[CH:3][C:2]=1[CH2:11][CH2:12][CH2:13][NH:14][C:15](=[O:21])[O:16][C:17]([CH3:20])([CH3:19])[CH3:18].[H][H], predict the reaction product. The product is: [N:1]1[C:10]2[NH:9][CH2:8][CH2:7][CH2:6][C:5]=2[CH:4]=[CH:3][C:2]=1[CH2:11][CH2:12][CH2:13][NH:14][C:15](=[O:21])[O:16][C:17]([CH3:19])([CH3:18])[CH3:20]. (5) Given the reactants [Cl:1][CH2:2][CH2:3][CH2:4][CH2:5][O:6][CH2:7][CH2:8][CH2:9][CH2:10][C:11]([CH3:16])([CH3:15])[C:12](O)=[O:13].C(Cl)(=O)C([Cl:20])=O, predict the reaction product. The product is: [Cl:1][CH2:2][CH2:3][CH2:4][CH2:5][O:6][CH2:7][CH2:8][CH2:9][CH2:10][C:11]([CH3:16])([CH3:15])[C:12]([Cl:20])=[O:13].